From a dataset of Full USPTO retrosynthesis dataset with 1.9M reactions from patents (1976-2016). Predict the reactants needed to synthesize the given product. (1) Given the product [Br:1][C:2]1[CH:7]=[CH:6][C:5]([N:8]2[C:22](=[O:23])[C:21]([C:19]#[N:20])=[C:16]([CH3:17])[C:10]([C:11]([O:13][CH2:14][CH3:15])=[O:12])=[N:9]2)=[CH:4][CH:3]=1, predict the reactants needed to synthesize it. The reactants are: [Br:1][C:2]1[CH:7]=[CH:6][C:5]([NH:8][N:9]=[C:10]([C:16](=O)[CH3:17])[C:11]([O:13][CH2:14][CH3:15])=[O:12])=[CH:4][CH:3]=1.[C:19]([CH2:21][C:22](OCC)=[O:23])#[N:20]. (2) Given the product [I:6][C:3](=[CH:2][CH2:1][CH:22]([O:21][Si:20]([CH2:37][CH3:38])([CH2:35][CH3:36])[CH2:18][CH3:19])[C:26]([CH3:34])=[CH:27][C:28]1[N:29]=[C:30]([CH3:33])[S:31][CH:32]=1)[CH3:4], predict the reactants needed to synthesize it. The reactants are: [CH2:1]([Li])[CH2:2][CH2:3][CH3:4].[I:6]I.C[Si](C)(C)[N-][Si](C)(C)C.[Na+].[CH2:18]([Si:20]([CH2:37][CH3:38])([CH2:35][CH3:36])[O:21][C@@H:22]([C:26]([CH3:34])=[CH:27][C:28]1[N:29]=[C:30]([CH3:33])[S:31][CH:32]=1)CC=O)[CH3:19]. (3) Given the product [CH3:8][C:6]1[CH:5]=[C:4]([N:9]2[C:10]3=[N:11][CH:12]=[CH:13][N:14]=[C:15]3[N:16]([C:17]3[CH:18]=[C:19]([CH3:24])[CH:20]=[C:21]([CH3:23])[CH:22]=3)[CH:28]2[O:27][CH2:25][CH3:26])[CH:3]=[C:2]([CH3:1])[CH:7]=1, predict the reactants needed to synthesize it. The reactants are: [CH3:1][C:2]1[CH:3]=[C:4]([NH:9][C:10]2[C:15]([NH:16][C:17]3[CH:22]=[C:21]([CH3:23])[CH:20]=[C:19]([CH3:24])[CH:18]=3)=[N:14][CH:13]=[CH:12][N:11]=2)[CH:5]=[C:6]([CH3:8])[CH:7]=1.[CH2:25]([O:27][CH:28](OCC)OCC)[CH3:26]. (4) Given the product [CH3:14][O:15][C:16]1[CH:17]=[C:18]([C:24]2([CH2:29][NH:30][C:11]([C:2]3[CH:3]=[CH:4][C:5]4[C:10](=[CH:9][CH:8]=[CH:7][CH:6]=4)[N:1]=3)=[O:13])[CH2:25][CH2:26][CH2:27][CH2:28]2)[CH:19]=[CH:20][C:21]=1[O:22][CH3:23], predict the reactants needed to synthesize it. The reactants are: [N:1]1[C:10]2[C:5](=[CH:6][CH:7]=[CH:8][CH:9]=2)[CH:4]=[CH:3][C:2]=1[C:11]([OH:13])=O.[CH3:14][O:15][C:16]1[CH:17]=[C:18]([C:24]2([CH2:29][NH2:30])[CH2:28][CH2:27][CH2:26][CH2:25]2)[CH:19]=[CH:20][C:21]=1[O:22][CH3:23].C(N(CC)CC)C.F[P-](F)(F)(F)(F)F.N1(OC(N(C)C)=[N+](C)C)C2N=CC=CC=2N=N1. (5) Given the product [C:1]([O:5][C:6]([N:8]1[CH2:9][CH2:10][CH:11]([N:14]2[CH2:18][CH2:17][C:16]3([CH2:23][CH2:22][CH2:21][CH:20]([NH2:24])[CH2:19]3)[C:15]2=[O:35])[CH2:12][CH2:13]1)=[O:7])([CH3:4])([CH3:2])[CH3:3], predict the reactants needed to synthesize it. The reactants are: [C:1]([O:5][C:6]([N:8]1[CH2:13][CH2:12][CH:11]([N:14]2[CH2:18][CH2:17][C:16]3([CH2:23][CH2:22][CH2:21][CH:20]([NH:24]C(OCC4C=CC=CC=4)=O)[CH2:19]3)[C:15]2=[O:35])[CH2:10][CH2:9]1)=[O:7])([CH3:4])([CH3:3])[CH3:2]. (6) Given the product [C:1]([C:5]1[N:10]=[CH:9][C:8]([C:11]2[N:12]([C:32]([N:34]3[CH2:39][CH2:38][CH:37]([CH2:40][C:41]([N:49]4[CH2:50][CH2:51][CH2:52][CH:48]4[CH3:47])=[O:43])[CH2:36][CH2:35]3)=[O:33])[C@@:13]([C:25]3[CH:30]=[CH:29][C:28]([Cl:31])=[CH:27][CH:26]=3)([CH3:24])[C@@:14]([C:17]3[CH:18]=[CH:19][C:20]([Cl:23])=[CH:21][CH:22]=3)([CH3:16])[N:15]=2)=[C:7]([O:44][CH2:45][CH3:46])[CH:6]=1)([CH3:4])([CH3:3])[CH3:2], predict the reactants needed to synthesize it. The reactants are: [C:1]([C:5]1[N:10]=[CH:9][C:8]([C:11]2[N:12]([C:32]([N:34]3[CH2:39][CH2:38][CH:37]([CH2:40][C:41]([OH:43])=O)[CH2:36][CH2:35]3)=[O:33])[C@@:13]([C:25]3[CH:30]=[CH:29][C:28]([Cl:31])=[CH:27][CH:26]=3)([CH3:24])[C@@:14]([C:17]3[CH:22]=[CH:21][C:20]([Cl:23])=[CH:19][CH:18]=3)([CH3:16])[N:15]=2)=[C:7]([O:44][CH2:45][CH3:46])[CH:6]=1)([CH3:4])([CH3:3])[CH3:2].[CH3:47][CH:48]1[CH2:52][CH2:51][CH2:50][NH:49]1. (7) Given the product [PH2:1]([O-:3])=[O:2].[CH2:18]([N+:9]([CH2:5][CH2:6][CH2:7][CH3:8])([CH2:10][CH2:11][CH2:12][CH3:13])[CH2:14][CH2:15][CH2:16][CH3:17])[CH2:19][CH2:20][CH3:21], predict the reactants needed to synthesize it. The reactants are: [PH2:1]([OH:3])=[O:2].[OH-].[CH2:5]([N+:9]([CH2:18][CH2:19][CH2:20][CH3:21])([CH2:14][CH2:15][CH2:16][CH3:17])[CH2:10][CH2:11][CH2:12][CH3:13])[CH2:6][CH2:7][CH3:8].C(=O)(O)[O-].[Na+]. (8) Given the product [CH2:1]([N:8]1[CH2:14][C:13]2[N:15]=[CH:16][C:17]([N:22]3[CH2:23][CH2:24][O:25][CH2:26][C@H:21]3[CH3:20])=[N:18][C:12]=2[O:11][CH2:10][CH2:9]1)[C:2]1[CH:7]=[CH:6][CH:5]=[CH:4][CH:3]=1, predict the reactants needed to synthesize it. The reactants are: [CH2:1]([N:8]1[CH2:14][C:13]2[N:15]=[CH:16][C:17](Cl)=[N:18][C:12]=2[O:11][CH2:10][CH2:9]1)[C:2]1[CH:7]=[CH:6][CH:5]=[CH:4][CH:3]=1.[CH3:20][C@@H:21]1[CH2:26][O:25][CH2:24][CH2:23][NH:22]1.CC(C1C=C(C(C)C)C(C2C=CC=CC=2P(C2CCCCC2)C2CCCCC2)=C(C(C)C)C=1)C.CC(C)([O-])C.[Na+]. (9) Given the product [Cl:11][C:9]1[N:8]=[CH:7][C:6]2[CH2:2][C:3](=[O:20])[N:4]([CH2:12][O:13][CH2:14][CH2:15][Si:16]([CH3:18])([CH3:17])[CH3:19])[C:5]=2[CH:10]=1, predict the reactants needed to synthesize it. The reactants are: Br[C:2]1(Br)[C:6]2[CH:7]=[N:8][C:9]([Cl:11])=[CH:10][C:5]=2[N:4]([CH2:12][O:13][CH2:14][CH2:15][Si:16]([CH3:19])([CH3:18])[CH3:17])[C:3]1=[O:20].[NH4+].[Cl-]. (10) Given the product [NH2:12][C:10]1[CH:9]=[C:8]([C:15]([F:17])([F:18])[F:16])[C:7]([NH:19][C:20](=[O:29])[CH2:21][CH2:22][CH:23]2[CH2:28][CH2:27][CH2:26][CH2:25][CH2:24]2)=[C:6]([Br:5])[CH:11]=1, predict the reactants needed to synthesize it. The reactants are: C(O)(=O)C.[Br:5][C:6]1[CH:11]=[C:10]([N+:12]([O-])=O)[CH:9]=[C:8]([C:15]([F:18])([F:17])[F:16])[C:7]=1[NH:19][C:20](=[O:29])[CH2:21][CH2:22][CH:23]1[CH2:28][CH2:27][CH2:26][CH2:25][CH2:24]1.